This data is from Full USPTO retrosynthesis dataset with 1.9M reactions from patents (1976-2016). The task is: Predict the reactants needed to synthesize the given product. (1) Given the product [NH2:8][C:5]1[CH:6]=[CH:7][C:2]([F:1])=[C:3]([CH2:11][C:12]([O:14][CH3:15])=[O:13])[CH:4]=1, predict the reactants needed to synthesize it. The reactants are: [F:1][C:2]1[CH:7]=[CH:6][C:5]([N+:8]([O-])=O)=[CH:4][C:3]=1[CH2:11][C:12]([O:14][CH3:15])=[O:13].[H][H]. (2) Given the product [CH3:16][N:17]1[C:12](=[O:14])[C:3]2[C:2](=[CH:11][CH:10]=[C:5]([C:6]([O:8][CH3:9])=[O:7])[CH:4]=2)[NH:20][C:18]1=[O:19], predict the reactants needed to synthesize it. The reactants are: Br[C:2]1[CH:11]=[CH:10][C:5]([C:6]([O:8][CH3:9])=[O:7])=[CH:4][C:3]=1[C:12]([O:14]C)=O.[CH3:16][NH:17][C:18]([NH2:20])=[O:19].C(=O)([O-])[O-].[Cs+].[Cs+].C1(P(C2C=CC=CC=2)C2C3OC4C(=CC=CC=4P(C4C=CC=CC=4)C4C=CC=CC=4)C(C)(C)C=3C=CC=2)C=CC=CC=1. (3) Given the product [CH3:1][O:2][C:3]([C@@H:5]1[CH2:9][C@H:8]([O:10][C:24]2[CH:29]=[CH:28][CH:27]=[CH:26][CH:25]=2)[CH2:7][N:6]1[S:11]([C:14]1[CH:19]=[CH:18][C:17]([O:20][CH3:21])=[C:16]([O:22][CH3:23])[CH:15]=1)(=[O:13])=[O:12])=[O:4], predict the reactants needed to synthesize it. The reactants are: [CH3:1][O:2][C:3]([C@@H:5]1[CH2:9][C@@H:8]([OH:10])[CH2:7][N:6]1[S:11]([C:14]1[CH:19]=[CH:18][C:17]([O:20][CH3:21])=[C:16]([O:22][CH3:23])[CH:15]=1)(=[O:13])=[O:12])=[O:4].[C:24]1(O)[CH:29]=[CH:28][CH:27]=[CH:26][CH:25]=1.C1(P(C2C=CC=CC=2)C2C=CC=CC=2)C=CC=CC=1.N(C(OCC)=O)=NC(OCC)=O.